This data is from Catalyst prediction with 721,799 reactions and 888 catalyst types from USPTO. The task is: Predict which catalyst facilitates the given reaction. (1) Reactant: [C:1]([O:5][C:6](=[O:25])[NH:7][C:8]1[CH:13]=[CH:12][CH:11]=[CH:10][C:9]=1[NH:14][C:15]([C:17]1[CH:18]=[N:19][C:20]([C:23]#[N:24])=[CH:21][CH:22]=1)=[O:16])([CH3:4])([CH3:3])[CH3:2].C1COCC1. Product: [C:1]([O:5][C:6](=[O:25])[NH:7][C:8]1[CH:13]=[CH:12][CH:11]=[CH:10][C:9]=1[NH:14][C:15]([C:17]1[CH:18]=[N:19][C:20]([CH2:23][NH2:24])=[CH:21][CH:22]=1)=[O:16])([CH3:4])([CH3:2])[CH3:3]. The catalyst class is: 43. (2) Reactant: [F:1][C:2]1[C:7](B(O)O)=[CH:6][CH:5]=[C:4]([CH3:11])[N:3]=1.Br[C:13]1[N:18]=[CH:17][C:16]([O:19][CH2:20][CH:21]2[CH2:26][CH2:25][N:24]([C:27]([O:29][C:30]([CH3:33])([CH3:32])[CH3:31])=[O:28])[CH2:23][CH2:22]2)=[CH:15][CH:14]=1.C([O-])([O-])=O.[Na+].[Na+]. Product: [F:1][C:2]1[C:7]([C:13]2[CH:14]=[CH:15][C:16]([O:19][CH2:20][CH:21]3[CH2:22][CH2:23][N:24]([C:27]([O:29][C:30]([CH3:33])([CH3:32])[CH3:31])=[O:28])[CH2:25][CH2:26]3)=[CH:17][N:18]=2)=[CH:6][CH:5]=[C:4]([CH3:11])[N:3]=1. The catalyst class is: 235. (3) Product: [Cl:1][C:2]1[CH:3]=[C:4]([C:9]2([C:27]([F:28])([F:30])[F:29])[O:13][N:12]=[C:11]([C:14]3[CH:25]=[CH:24][C:17]([C:18]([N:21]([CH3:22])[CH3:23])=[N:19][O:20][CH3:37])=[C:16]([CH3:26])[CH:15]=3)[CH2:10]2)[CH:5]=[C:6]([Cl:8])[CH:7]=1. The catalyst class is: 18. Reactant: [Cl:1][C:2]1[CH:3]=[C:4]([C:9]2([C:27]([F:30])([F:29])[F:28])[O:13][N:12]=[C:11]([C:14]3[CH:25]=[CH:24][C:17]([C:18]([N:21]([CH3:23])[CH3:22])=[N:19][OH:20])=[C:16]([CH3:26])[CH:15]=3)[CH2:10]2)[CH:5]=[C:6]([Cl:8])[CH:7]=1.[Li+].[OH-].S(OC)(O[CH3:37])(=O)=O. (4) Reactant: [NH2:1][C:2]1[N:7]([CH3:8])[C:6](=[O:9])[N:5]([CH3:10])[C:4](=[O:11])[C:3]=1[NH:12][C:13](=O)[CH:14]=[CH:15][C:16]1[CH:21]=[CH:20][CH:19]=[CH:18][CH:17]=1.[OH-].[Na+]. Product: [CH3:10][N:5]1[C:4](=[O:11])[C:3]2[NH:12][C:13](/[CH:14]=[CH:15]/[C:16]3[CH:21]=[CH:20][CH:19]=[CH:18][CH:17]=3)=[N:1][C:2]=2[N:7]([CH3:8])[C:6]1=[O:9]. The catalyst class is: 8. (5) Reactant: [CH3:1][CH2:2][C@H:3]1[O:18][C:16](=[O:17])[C@H:15]([CH3:19])[C@@H:14]([O:20][C@@H:21]2[O:26][C@@H:25]([CH3:27])[C@H:24]([OH:28])[C@@:23]([O:30][CH3:31])([CH3:29])[CH2:22]2)[C@H:13]([CH3:32])[C@@H:12]([O:33][C@@H:34]2[O:39][C@H:38]([CH3:40])[CH2:37][C@H:36]([N:41]([CH3:43])[CH3:42])[C@H:35]2[OH:44])[C@@:11]([OH:46])([CH3:45])[CH2:10][C@@H:9]([CH3:47])[CH2:8][N:7]([CH3:48])[C@H:6]([CH3:49])[C@@H:5]([OH:50])[C@@:4]1([OH:52])[CH3:51].O. Product: [CH3:1][CH2:2][C@H:3]1[O:18][C:16](=[O:17])[C@H:15]([CH3:19])[C@@H:14]([O:20][C@@H:21]2[O:26][C@@H:25]([CH3:27])[C@H:24]([OH:28])[C@@:23]([O:30][CH3:31])([CH3:29])[CH2:22]2)[C@H:13]([CH3:32])[C@@H:12]([O:33][C@@H:34]2[O:39][C@H:38]([CH3:40])[CH2:37][C@H:36]([N:41]([CH3:43])[CH3:42])[C@H:35]2[OH:44])[C@@:11]([OH:46])([CH3:45])[CH2:10][C@@H:9]([CH3:47])[CH2:8][N:7]([CH3:48])[C@H:6]([CH3:49])[C@@H:5]([OH:50])[C@@:4]1([OH:52])[CH3:51].[CH2:37]1[CH2:38][O:39][CH2:34][CH2:36]1. The catalyst class is: 7. (6) Reactant: Cl[C:2]1[C:11]2=[N:12][N:13](CC3C=CC(OC)=CC=3)[CH:14]=[C:10]2[C:9]2[CH:8]=[C:7]([O:24][CH3:25])[CH:6]=[CH:5][C:4]=2[N:3]=1.[O:26]1[CH2:31][CH2:30][N:29]([C:32]2[CH:33]=[C:34]([CH:36]=[CH:37][CH:38]=2)[NH2:35])[CH2:28][CH2:27]1.Cl. Product: [CH3:25][O:24][C:7]1[CH:6]=[CH:5][C:4]2[N:3]=[C:2]([NH:35][C:34]3[CH:36]=[CH:37][CH:38]=[C:32]([N:29]4[CH2:30][CH2:31][O:26][CH2:27][CH2:28]4)[CH:33]=3)[C:11]3[NH:12][N:13]=[CH:14][C:10]=3[C:9]=2[CH:8]=1. The catalyst class is: 71.